Task: Predict the reactants needed to synthesize the given product.. Dataset: Full USPTO retrosynthesis dataset with 1.9M reactions from patents (1976-2016) Given the product [CH2:1]([C:3]1[CH:4]=[C:5]([C:8]2[NH:18][C:15]3[CH:16]=[CH:17][C:12]([O:11][CH3:10])=[CH:13][C:14]=3[N:19]=2)[NH:6][N:7]=1)[CH3:2], predict the reactants needed to synthesize it. The reactants are: [CH2:1]([C:3]1[CH:4]=[C:5]([CH:8]=O)[NH:6][N:7]=1)[CH3:2].[CH3:10][O:11][C:12]1[CH:17]=[CH:16][C:15]([NH2:18])=[C:14]([NH2:19])[CH:13]=1.S(S([O-])=O)([O-])(=O)=O.[Na+].[Na+].